Task: Predict the reaction yield, written as a fraction of the theoretical maximum amount of product (1.0 means a 100% yield; for example, 0.34 means a 34% yield).. Dataset: Reaction yield outcomes from USPTO patents with 853,638 reactions The reactants are Br[CH2:2][C:3]([C:5]12[CH2:14][CH:9]3[CH2:10][CH:11]([CH2:13][CH:7]([CH2:8]3)[CH2:6]1)[CH2:12]2)=[O:4].[Cl:15][C:16]1[CH:21]=[CH:20][C:19]([Cl:22])=[CH:18][C:17]=1[SH:23]. The catalyst is C(#N)C.C(N(CC)CC)C. The product is [C:5]12([C:3](=[O:4])[CH2:2][S:23][C:17]3[CH:18]=[C:19]([Cl:22])[CH:20]=[CH:21][C:16]=3[Cl:15])[CH2:14][CH:9]3[CH2:10][CH:11]([CH2:13][CH:7]([CH2:8]3)[CH2:6]1)[CH2:12]2. The yield is 0.790.